This data is from Catalyst prediction with 721,799 reactions and 888 catalyst types from USPTO. The task is: Predict which catalyst facilitates the given reaction. (1) Product: [N+:1]([C:4]1[CH:12]=[C:7]2[CH2:8][N:9]([CH:15]3[CH2:16][O:13][CH2:14]3)[CH2:10][CH2:11][N:6]2[N:5]=1)([O-:3])=[O:2]. The catalyst class is: 466. Reactant: [N+:1]([C:4]1[CH:12]=[C:7]2[CH2:8][NH:9][CH2:10][CH2:11][N:6]2[N:5]=1)([O-:3])=[O:2].[O:13]1[CH2:16][C:15](=O)[CH2:14]1.[BH3-]C#N.[Na+].O. (2) Reactant: Cl.Cl.[NH2:3][CH2:4][C:5]1[NH:18][C:8]2=[C:9]3[C:14](=[CH:15][CH:16]=[C:7]2[C:6]=1[C:19]([OH:21])=O)[CH:13]=[N:12][C:11]([Cl:17])=[CH:10]3.[C:22](O[C:22]([O:24][C:25]([CH3:28])([CH3:27])[CH3:26])=[O:23])([O:24][C:25]([CH3:28])([CH3:27])[CH3:26])=[O:23]. Product: [C:25]([O:24][C:22]([N:3]1[C:19](=[O:21])[C:6]2[C:7]3[CH:16]=[CH:15][C:14]4[CH:13]=[N:12][C:11]([Cl:17])=[CH:10][C:9]=4[C:8]=3[N:18]([C:22]([O:24][C:25]([CH3:28])([CH3:27])[CH3:26])=[O:23])[C:5]=2[CH2:4]1)=[O:23])([CH3:28])([CH3:27])[CH3:26]. The catalyst class is: 624. (3) Reactant: O.O.O.[O-:4][C:5]1[CH:10]=[CH:9][CH:8]=[CH:7][CH:6]=1.[Na+].Br[C:13]1[C:14]([NH2:20])=[N:15][CH:16]=[C:17]([Br:19])[N:18]=1.O. Product: [Br:19][C:17]1[N:18]=[C:13]([O:4][C:5]2[CH:10]=[CH:9][CH:8]=[CH:7][CH:6]=2)[C:14]([NH2:20])=[N:15][CH:16]=1. The catalyst class is: 10.